This data is from Full USPTO retrosynthesis dataset with 1.9M reactions from patents (1976-2016). The task is: Predict the reactants needed to synthesize the given product. The reactants are: [ClH:1].Cl.[F:3][C:4]1[CH:9]=[C:8]([C:10]#[N:11])[CH:7]=[CH:6][C:5]=1[C:12]1[CH:17]=[CH:16][C:15]([O:18][C:19]([F:22])([F:21])[F:20])=[C:14]([CH2:23][NH:24][C@H:25]2[CH2:30][CH2:29][NH:28][CH2:27][C@H:26]2[C:31]2[CH:36]=[CH:35][CH:34]=[CH:33][CH:32]=2)[CH:13]=1.[O:37]=[C:38]1[CH2:42][C:41]2([CH2:47][CH2:46][CH2:45][CH2:44][CH2:43]2)[CH2:40][N:39]1[CH2:48][C:49](O)=[O:50].Cl.C(OCC)(=O)C. Given the product [ClH:1].[F:3][C:4]1[CH:9]=[C:8]([C:10]#[N:11])[CH:7]=[CH:6][C:5]=1[C:12]1[CH:17]=[CH:16][C:15]([O:18][C:19]([F:21])([F:22])[F:20])=[C:14]([CH2:23][NH:24][C@H:25]2[CH2:30][CH2:29][N:28]([C:49](=[O:50])[CH2:48][N:39]3[C:38](=[O:37])[CH2:42][C:41]4([CH2:43][CH2:44][CH2:45][CH2:46][CH2:47]4)[CH2:40]3)[CH2:27][C@H:26]2[C:31]2[CH:32]=[CH:33][CH:34]=[CH:35][CH:36]=2)[CH:13]=1, predict the reactants needed to synthesize it.